Dataset: Catalyst prediction with 721,799 reactions and 888 catalyst types from USPTO. Task: Predict which catalyst facilitates the given reaction. (1) Reactant: [F:1][C:2]1[CH:23]=[CH:22][C:5]([C:6]([NH:8][C:9]2[S:10][C:11]3[C:17]([CH:18]=[CH2:19])=[CH:16][CH:15]=[C:14]([O:20][CH3:21])[C:12]=3[N:13]=2)=[O:7])=[CH:4][CH:3]=1. Product: [CH2:18]([C:17]1[C:11]2[S:10][C:9]([NH:8][C:6](=[O:7])[C:5]3[CH:22]=[CH:23][C:2]([F:1])=[CH:3][CH:4]=3)=[N:13][C:12]=2[C:14]([O:20][CH3:21])=[CH:15][CH:16]=1)[CH3:19]. The catalyst class is: 19. (2) Reactant: [C:1]1([C:10]2[C:5](=[CH:6][CH:7]=[CH:8][CH:9]=2)[CH:4]([CH2:11][C:12](O)=[O:13])[O:3]1)=[O:2].CSC.B. Product: [C:1]1([C:10]2[C:5](=[CH:6][CH:7]=[CH:8][CH:9]=2)[CH:4]([CH2:11][CH2:12][OH:13])[O:3]1)=[O:2]. The catalyst class is: 1. (3) Reactant: [Br:1][C:2]1[CH:7]=[CH:6][C:5]([CH:8]([C:20]2[CH:25]=[CH:24][C:23]([F:26])=[CH:22][C:21]=2[CH3:27])[CH2:9][C:10]([C:12]2[CH:13]=[N:14][C:15]([O:18]C)=[CH:16][CH:17]=2)=[O:11])=[CH:4][CH:3]=1.Cl. Product: [Br:1][C:2]1[CH:7]=[CH:6][C:5]([CH:8]([C:20]2[CH:25]=[CH:24][C:23]([F:26])=[CH:22][C:21]=2[CH3:27])[CH2:9][C:10]([C:12]2[CH:17]=[CH:16][C:15](=[O:18])[NH:14][CH:13]=2)=[O:11])=[CH:4][CH:3]=1. The catalyst class is: 12.